This data is from Catalyst prediction with 721,799 reactions and 888 catalyst types from USPTO. The task is: Predict which catalyst facilitates the given reaction. (1) Reactant: NC(N)=N.[N+]([O-])(O)=O.NC(N)=N.C([O:16][CH:17]1[CH:18]([CH3:66])[CH2:19][CH2:20][CH:21]([O:57][Si:58]([CH2:64][CH3:65])([CH2:62][CH3:63])[CH:59]([CH3:61])[CH3:60])[CH2:22][C:23]([O:25][CH:26](/[C:31](/[CH3:56])=[CH:32]/[CH:33]=[CH:34]/[C:35]([OH:55])([CH3:54])[CH2:36][CH:37]2[O:53][CH:38]2[CH:39]([CH3:52])[CH:40]([O:43][Si:44]([CH2:50][CH3:51])([CH2:48][CH3:49])[CH:45]([CH3:47])[CH3:46])[CH2:41][CH3:42])[CH:27]([CH3:30])[CH:28]=[CH:29]1)=[O:24])(=O)C. Product: [CH2:64]([Si:58]([CH2:62][CH3:63])([CH:59]([CH3:60])[CH3:61])[O:57][CH:21]1[CH2:20][CH2:19][CH:18]([CH3:66])[CH:17]([OH:16])[CH:29]=[CH:28][CH:27]([CH3:30])[CH:26](/[C:31](/[CH3:56])=[CH:32]/[CH:33]=[CH:34]/[C:35]([OH:55])([CH3:54])[CH2:36][CH:37]2[O:53][CH:38]2[CH:39]([CH3:52])[CH:40]([O:43][Si:44]([CH2:48][CH3:49])([CH2:50][CH3:51])[CH:45]([CH3:47])[CH3:46])[CH2:41][CH3:42])[O:25][C:23](=[O:24])[CH2:22]1)[CH3:65]. The catalyst class is: 13. (2) Reactant: Br[C:2]1[CH:7]=[CH:6][C:5]([CH2:8][N:9]2[CH2:14][CH2:13][N:12]([C:15]([O:17][C:18]([CH3:21])([CH3:20])[CH3:19])=[O:16])[CH2:11][CH2:10]2)=[C:4]([O:22][C:23]2[CH:28]=[CH:27][CH:26]=[CH:25][CH:24]=2)[CH:3]=1.[CH3:29][C:30]1[CH:31]=[C:32](B(O)O)[CH:33]=[CH:34][CH:35]=1.C(=O)([O-])[O-].[K+].[K+].O1CCOCC1. Product: [CH3:29][C:30]1[CH:35]=[C:34]([C:2]2[CH:7]=[CH:6][C:5]([CH2:8][N:9]3[CH2:10][CH2:11][N:12]([C:15]([O:17][C:18]([CH3:20])([CH3:19])[CH3:21])=[O:16])[CH2:13][CH2:14]3)=[C:4]([O:22][C:23]3[CH:24]=[CH:25][CH:26]=[CH:27][CH:28]=3)[CH:3]=2)[CH:33]=[CH:32][CH:31]=1. The catalyst class is: 257. (3) Reactant: C([N:8]1[CH2:13][CH2:12][C:11]2([CH2:21][C:20]3[C:15](=[CH:16][CH:17]=[C:18]([O:22][CH:23]4[CH2:28][CH2:27][N:26]([CH:29]5[CH2:32][CH2:31][CH2:30]5)[CH2:25][CH2:24]4)[CH:19]=3)[CH2:14]2)[CH2:10][CH2:9]1)C1C=CC=CC=1. Product: [CH:29]1([N:26]2[CH2:25][CH2:24][CH:23]([O:22][C:18]3[CH:19]=[C:20]4[C:15](=[CH:16][CH:17]=3)[CH2:14][C:11]3([CH2:10][CH2:9][NH:8][CH2:13][CH2:12]3)[CH2:21]4)[CH2:28][CH2:27]2)[CH2:32][CH2:31][CH2:30]1. The catalyst class is: 320. (4) Reactant: [OH:1][C:2]1[CH:3]=[C:4]([NH:8][C:9](=[O:15])[O:10][C:11]([CH3:14])([CH3:13])[CH3:12])[CH:5]=[CH:6][CH:7]=1.F[C:17]1[CH:18]=[CH:19][C:20]([N+:25]([O-:27])=[O:26])=[C:21]([CH:24]=1)[NH:22][CH3:23].C(=O)([O-])[O-].[K+].[K+]. Product: [CH3:23][NH:22][C:21]1[CH:24]=[C:17]([CH:18]=[CH:19][C:20]=1[N+:25]([O-:27])=[O:26])[O:1][C:2]1[CH:3]=[C:4]([NH:8][C:9](=[O:15])[O:10][C:11]([CH3:12])([CH3:14])[CH3:13])[CH:5]=[CH:6][CH:7]=1. The catalyst class is: 9. (5) Reactant: [Cl:1][C:2]1[CH:7]=[C:6]([C:8]#N)[CH:5]=[CH:4][C:3]=1[NH:10][C:11]([C:13]1[N:17]=[C:16]([C:18]([Cl:21])([Cl:20])[Cl:19])[N:15]([C:22]2[CH:27]=[CH:26][C:25]([Cl:28])=[C:24]([Cl:29])[CH:23]=2)[N:14]=1)=[O:12].CC(C[AlH]CC(C)C)C.C(OCC)(=[O:41])C.CCCCCCC.O. Product: [Cl:1][C:2]1[CH:7]=[C:6]([CH:8]=[O:41])[CH:5]=[CH:4][C:3]=1[NH:10][C:11]([C:13]1[N:17]=[C:16]([C:18]([Cl:21])([Cl:20])[Cl:19])[N:15]([C:22]2[CH:27]=[CH:26][C:25]([Cl:28])=[C:24]([Cl:29])[CH:23]=2)[N:14]=1)=[O:12]. The catalyst class is: 2. (6) Reactant: C([O:3][C:4]([C:6]1[N:7]([CH3:28])[C:8]2[C:13]([CH:14]=1)=[CH:12][C:11]([NH:15][C:16](=[O:27])[C:17]1[CH:22]=[CH:21][CH:20]=[CH:19][C:18]=1[O:23]C(=O)C)=[CH:10][CH:9]=2)=[O:5])C.CO.O.[OH-].[Li+]. Product: [OH:23][C:18]1[CH:19]=[CH:20][CH:21]=[CH:22][C:17]=1[C:16]([NH:15][C:11]1[CH:12]=[C:13]2[C:8](=[CH:9][CH:10]=1)[N:7]([CH3:28])[C:6]([C:4]([OH:5])=[O:3])=[CH:14]2)=[O:27]. The catalyst class is: 1.